Dataset: Forward reaction prediction with 1.9M reactions from USPTO patents (1976-2016). Task: Predict the product of the given reaction. (1) Given the reactants Cl[C:2]1[C:11]2[C:6](=[CH:7][CH:8]=[C:9](I)[CH:10]=2)[N:5]=[CH:4][N:3]=1.[S:13]1[C:17]2=[N:18][CH:19]=[CH:20][N:21]=[C:16]2[N:15]=[C:14]1[NH2:22].[SH:23][C:24]1[N:28]([CH3:29])[CH:27]=[N:26][N:25]=1, predict the reaction product. The product is: [CH3:29][N:28]1[CH:27]=[N:26][N:25]=[C:24]1[S:23][C:9]1[CH:10]=[C:11]2[C:6](=[CH:7][CH:8]=1)[N:5]=[CH:4][N:3]=[C:2]2[NH:22][C:14]1[S:13][C:17]2[C:16]([N:15]=1)=[N:21][CH:20]=[CH:19][N:18]=2. (2) Given the reactants [O:1]=[C:2]1[C:7]([C:8]2[NH:12][C:11]3[CH:13]=[CH:14][C:15]([C:17]([OH:19])=O)=[CH:16][C:10]=3[N:9]=2)=[CH:6][C:5]([C:20]2[CH:25]=[CH:24][N:23]=[CH:22][CH:21]=2)=[N:4][NH:3]1.C(N(CC)CC)C.F[P-](F)(F)(F)(F)F.N1(OC(N(C)C)=[N+](C)C)C2N=CC=CC=2N=N1.[CH2:57]([N:59]([CH2:62][CH2:63][NH2:64])[CH2:60][CH3:61])[CH3:58], predict the reaction product. The product is: [CH2:57]([N:59]([CH2:60][CH3:61])[CH2:62][CH2:63][NH:64][C:17]([C:15]1[CH:14]=[CH:13][C:11]2[NH:12][C:8]([C:7]3[C:2](=[O:1])[NH:3][N:4]=[C:5]([C:20]4[CH:21]=[CH:22][N:23]=[CH:24][CH:25]=4)[CH:6]=3)=[N:9][C:10]=2[CH:16]=1)=[O:19])[CH3:58]. (3) Given the reactants [Br:1][C:2]1[CH:3]=[C:4]([S:9]([NH:12][C:13]2[N:14]=[N:15][C:16]([Cl:20])=[CH:17][C:18]=2[OH:19])(=[O:11])=[O:10])[CH:5]=[N:6][C:7]=1Cl.[CH3:21][O-:22].[Na+], predict the reaction product. The product is: [Br:1][C:2]1[CH:3]=[C:4]([S:9]([NH:12][C:13]2[N:14]=[N:15][C:16]([Cl:20])=[CH:17][C:18]=2[OH:19])(=[O:11])=[O:10])[CH:5]=[N:6][C:7]=1[O:22][CH3:21].